This data is from Peptide-MHC class II binding affinity with 134,281 pairs from IEDB. The task is: Regression. Given a peptide amino acid sequence and an MHC pseudo amino acid sequence, predict their binding affinity value. This is MHC class II binding data. (1) The peptide sequence is DIIEGPVKNVAVPLY. The MHC is DRB5_0101 with pseudo-sequence DRB5_0101. The binding affinity (normalized) is 0.145. (2) The peptide sequence is EKALWIIFSQNMNIK. The MHC is DRB1_1201 with pseudo-sequence DRB1_1201. The binding affinity (normalized) is 0.380.